Dataset: Reaction yield outcomes from USPTO patents with 853,638 reactions. Task: Predict the reaction yield, written as a fraction of the theoretical maximum amount of product (1.0 means a 100% yield; for example, 0.34 means a 34% yield). (1) The reactants are [N+:1]([C:4]1[CH:5]=[C:6]([CH:14]=[CH:15][CH:16]=1)[O:7][CH2:8][C:9](OCC)=[O:10])([O-:3])=[O:2].Cl.CN.[CH:20]([N:23](C(C)C)CC)(C)C. The catalyst is CO.O. The product is [CH3:20][NH:23][C:9](=[O:10])[CH2:8][O:7][C:6]1[CH:14]=[CH:15][CH:16]=[C:4]([N+:1]([O-:3])=[O:2])[CH:5]=1. The yield is 0.950. (2) The reactants are [CH3:1][N:2]([CH3:23])[C:3](=[O:22])[C:4]1[CH:9]=[CH:8][C:7](/[CH:10]=[N:11]/[C:12]2[CH:20]=[CH:19][CH:18]=[C:17]3[C:13]=2[CH2:14][O:15][C:16]3=[O:21])=[CH:6][CH:5]=1.[CH3:24][N:25]1[CH:29]=[CH:28][N:27]=[C:26]1[CH:30]=O.[Na].[CH2:33]([OH:35])[CH3:34]. The catalyst is C(OCC)(=O)CC. The product is [CH3:23][N:2]([CH3:1])[C:3]([C:4]1[CH:9]=[CH:8][C:7]([CH:10]2[CH:30]([C:26]3[N:25]([CH3:24])[CH:29]=[CH:28][N:27]=3)[C:14](=[O:15])[C:13]3[C:17]([C:16]([O:35][CH2:33][CH3:34])=[O:21])=[CH:18][CH:19]=[CH:20][C:12]=3[NH:11]2)=[CH:6][CH:5]=1)=[O:22]. The yield is 0.370. (3) The reactants are [Cl:1][C:2]1[CH:3]=[C:4]([C:8]2[C:13]3[N:14]=[C:15](N)[S:16][C:12]=3[CH:11]=[C:10]([CH2:18][C:19]3[CH:24]=[CH:23][C:22]([N+:25]([O-:27])=[O:26])=[CH:21][CH:20]=3)[CH:9]=2)[CH:5]=[CH:6][CH:7]=1.N(OC(C)(C)C)=O. The catalyst is O1CCOCC1. The product is [Cl:1][C:2]1[CH:3]=[C:4]([C:8]2[C:13]3[N:14]=[CH:15][S:16][C:12]=3[CH:11]=[C:10]([CH2:18][C:19]3[CH:24]=[CH:23][C:22]([N+:25]([O-:27])=[O:26])=[CH:21][CH:20]=3)[CH:9]=2)[CH:5]=[CH:6][CH:7]=1. The yield is 0.390. (4) The reactants are [F:1][C:2]1([F:44])[CH2:7][CH2:6][CH2:5][C@H:4]([O:8][C:9]2[C:14]([F:15])=[CH:13][C:12]([S:16]([N:19](CC3C=CC(OC)=CC=3OC)[C:20]3[CH:25]=[CH:24][N:23]=[CH:22][N:21]=3)(=[O:18])=[O:17])=[C:11]([F:37])[CH:10]=2)[C@H:3]1[C:38]1[N:42]([CH3:43])[N:41]=[CH:40][CH:39]=1.C([SiH](CC)CC)C.FC(F)(F)C(O)=O. The catalyst is ClCCl. The product is [F:44][C:2]1([F:1])[CH2:7][CH2:6][CH2:5][C@H:4]([O:8][C:9]2[C:14]([F:15])=[CH:13][C:12]([S:16]([NH:19][C:20]3[CH:25]=[CH:24][N:23]=[CH:22][N:21]=3)(=[O:17])=[O:18])=[C:11]([F:37])[CH:10]=2)[C@H:3]1[C:38]1[N:42]([CH3:43])[N:41]=[CH:40][CH:39]=1. The yield is 0.900.